From a dataset of Peptide-MHC class II binding affinity with 134,281 pairs from IEDB. Regression. Given a peptide amino acid sequence and an MHC pseudo amino acid sequence, predict their binding affinity value. This is MHC class II binding data. The peptide sequence is TDDNEEPIAAYHFDL. The MHC is HLA-DPA10201-DPB10101 with pseudo-sequence HLA-DPA10201-DPB10101. The binding affinity (normalized) is 0.202.